Dataset: hERG Central: cardiac toxicity at 1µM, 10µM, and general inhibition. Task: Predict hERG channel inhibition at various concentrations. (1) The compound is CCOc1ccccc1N1CC(C(=O)N2CCN(Cc3ccc(C#N)cc3)CC2)CC1=O. Results: hERG_inhib (hERG inhibition (general)): blocker. (2) The drug is Cc1cccc(NC(=O)c2sc3nc4c(c(-c5cccs5)c3c2N)CN(C)CC4)c1. Results: hERG_inhib (hERG inhibition (general)): blocker. (3) The compound is O=C(c1ccc(Br)cc1)N1CCC(C(=O)N2CCN(c3ccccc3)CC2)CC1. Results: hERG_inhib (hERG inhibition (general)): blocker. (4) The molecule is CCn1c(SCC(=O)Nc2oc(-c3ccccc3)c(-c3ccccc3)c2C#N)nnc1-c1ccncc1. Results: hERG_inhib (hERG inhibition (general)): blocker. (5) The molecule is O=C(c1ccc2nc(N3CCOCC3)sc2c1)N1CCC(Cc2ccccc2)CC1. Results: hERG_inhib (hERG inhibition (general)): blocker. (6) The molecule is COc1ccc(CC(=O)N2CCC(Nc3nc4ccccc4n3Cc3ccc(F)cc3)CC2)cc1. Results: hERG_inhib (hERG inhibition (general)): blocker. (7) The compound is Cc1ccc(O)c([C@H](CCN(C(C)C)C(C)C)c2ccccc2)c1.O=C(O)C(O)C(O)C(=O)O. Results: hERG_inhib (hERG inhibition (general)): blocker.